This data is from Reaction yield outcomes from USPTO patents with 853,638 reactions. The task is: Predict the reaction yield, written as a fraction of the theoretical maximum amount of product (1.0 means a 100% yield; for example, 0.34 means a 34% yield). (1) The reactants are [CH:1]([O:4][C:5]1[CH:6]=[C:7]([OH:11])[CH:8]=[CH:9][CH:10]=1)([CH3:3])[CH3:2].[F:12][C:13]1[CH:14]=[C:15]([CH:25]([NH:27][C:28]([C:30]2[N:31]=[C:32](Cl)[O:33][CH:34]=2)=[O:29])[CH3:26])[CH:16]=[C:17]([F:24])[C:18]=1[NH:19][S:20]([CH3:23])(=[O:22])=[O:21].C([O-])([O-])=O.[K+].[K+]. No catalyst specified. The product is [F:24][C:17]1[CH:16]=[C:15]([CH:25]([NH:27][C:28]([C:30]2[N:31]=[C:32]([O:11][C:7]3[CH:8]=[CH:9][CH:10]=[C:5]([O:4][CH:1]([CH3:3])[CH3:2])[CH:6]=3)[O:33][CH:34]=2)=[O:29])[CH3:26])[CH:14]=[C:13]([F:12])[C:18]=1[NH:19][S:20]([CH3:23])(=[O:22])=[O:21]. The yield is 0.610. (2) The reactants are C([O:3][C:4]([C:6]1[C:7]([C:12]2[CH:17]=[CH:16][C:15]([Cl:18])=[CH:14][C:13]=2[F:19])=[N:8][O:9][C:10]=1[CH3:11])=O)C.C(OC(C1C(C2C=CC=CC=2F)=NOC=1C)=O)C. No catalyst specified. The product is [Cl:18][C:15]1[CH:16]=[CH:17][C:12]([C:7]2[C:6]([CH2:4][OH:3])=[C:10]([CH3:11])[O:9][N:8]=2)=[C:13]([F:19])[CH:14]=1. The yield is 0.430. (3) The reactants are [CH2:1]([C:8]1[CH:13]=[C:12]([O:14][CH3:15])[CH:11]=[CH:10][C:9]=1[S:16]([CH2:19][C:20]([CH2:27][CH3:28])([CH2:23][CH2:24][CH2:25][CH3:26])[CH:21]=[O:22])(=[O:18])=[O:17])[C:2]1[CH:7]=[CH:6][CH:5]=[CH:4][CH:3]=1.CC(C)([O-])C.[K+]. The catalyst is C1COCC1. The product is [CH2:23]([C:20]1([CH2:27][CH3:28])[CH:21]([OH:22])[CH:1]([C:2]2[CH:3]=[CH:4][CH:5]=[CH:6][CH:7]=2)[C:8]2[CH:13]=[C:12]([O:14][CH3:15])[CH:11]=[CH:10][C:9]=2[S:16](=[O:18])(=[O:17])[CH2:19]1)[CH2:24][CH2:25][CH3:26]. The yield is 0.0800. (4) The reactants are C[Al](C)C.[CH:5]([NH2:8])([CH3:7])[CH3:6].CO[C:11](=[O:33])[C:12]1[CH:17]=[CH:16][C:15]([NH:18][CH2:19][C:20]2[C:21]([C:26]3[CH:31]=[CH:30][C:29]([F:32])=[CH:28][CH:27]=3)=[N:22][O:23][C:24]=2[CH3:25])=[N:14][CH:13]=1.C(C(C(C([O-])=O)O)O)([O-])=O.[K+].[Na+]. The catalyst is O1CCOCC1. The product is [F:32][C:29]1[CH:30]=[CH:31][C:26]([C:21]2[C:20]([CH2:19][NH:18][C:15]3[CH:16]=[CH:17][C:12]([C:11]([NH:8][CH:5]([CH3:7])[CH3:6])=[O:33])=[CH:13][N:14]=3)=[C:24]([CH3:25])[O:23][N:22]=2)=[CH:27][CH:28]=1. The yield is 0.700. (5) The reactants are C(O)(=O)C.[Br:5][C:6]1[CH:27]=[CH:26][C:9]([CH2:10][O:11][C:12]2[CH:17]=[CH:16][C:15]([O:18][C:19]([F:22])([F:21])[F:20])=[CH:14][C:13]=2[CH2:23][CH2:24][NH2:25])=[CH:8][CH:7]=1.[CH:28]([C:30]1[CH:39]=[CH:38][C:33]([C:34]([O:36][CH3:37])=[O:35])=[CH:32][CH:31]=1)=O.C([BH3-])#N.[Na+]. The catalyst is CO.O. The product is [Br:5][C:6]1[CH:7]=[CH:8][C:9]([CH2:10][O:11][C:12]2[CH:17]=[CH:16][C:15]([O:18][C:19]([F:21])([F:22])[F:20])=[CH:14][C:13]=2[CH2:23][CH2:24][NH:25][CH2:28][C:30]2[CH:39]=[CH:38][C:33]([C:34]([O:36][CH3:37])=[O:35])=[CH:32][CH:31]=2)=[CH:26][CH:27]=1. The yield is 0.600. (6) The reactants are [C:1]([O:5][C:6](=[O:17])[CH2:7]/[N:8]=[CH:9]/[CH2:10][C:11]([CH:14]1[CH2:16][CH2:15]1)([CH3:13])[CH3:12])(C)(C)C.[Cl:18][C:19]1[C:20]([F:37])=[C:21](/[CH:25]=[C:26](/[C:29]2[CH:34]=[CH:33][C:32]([Cl:35])=[CH:31][C:30]=2[F:36])\[C:27]#[N:28])[CH:22]=[CH:23][CH:24]=1.C(N(CC)CC)C. The catalyst is ClCCl. The product is [CH3:1][O:5][C:6]([CH:7]1[CH:25]([C:21]2[CH:22]=[CH:23][CH:24]=[C:19]([Cl:18])[C:20]=2[F:37])[C:26]([C:29]2[CH:34]=[CH:33][C:32]([Cl:35])=[CH:31][C:30]=2[F:36])([C:27]#[N:28])[CH:9]([CH2:10][C:11]([CH:14]2[CH2:16][CH2:15]2)([CH3:13])[CH3:12])[NH:8]1)=[O:17]. The yield is 0.500. (7) The reactants are Br[C:2]1[CH:7]=[CH:6][C:5]([NH:8][C:9]([C:11]2[CH:12]=[C:13]3[C:21](=[CH:22][CH:23]=2)[NH:20][C:19]2[C:18](=[O:24])[NH:17][CH2:16][CH:15]([CH3:25])[C:14]3=2)=[O:10])=[CH:4][C:3]=1[F:26].C(N(CC)CC)C.[CH3:34][OH:35].CN([CH:39]=[O:40])C. The catalyst is C1C=CC(P(C2C=CC=CC=2)[C-]2C=CC=C2)=CC=1.C1C=CC(P(C2C=CC=CC=2)[C-]2C=CC=C2)=CC=1.Cl[Pd]Cl.[Fe+2]. The product is [CH3:34][O:35][C:39](=[O:40])[C:2]1[CH:7]=[CH:6][C:5]([NH:8][C:9]([C:11]2[CH:12]=[C:13]3[C:21](=[CH:22][CH:23]=2)[NH:20][C:19]2[C:18](=[O:24])[NH:17][CH2:16][CH:15]([CH3:25])[C:14]3=2)=[O:10])=[CH:4][C:3]=1[F:26]. The yield is 0.720. (8) The reactants are [I:1][C:2]1[CH:10]=[CH:9][C:5]([C:6]([OH:8])=[O:7])=[CH:4][C:3]=1[O:11][CH3:12].[C:13]([O:17]C(OC([O:17][C:13]([CH3:16])([CH3:15])[CH3:14])=O)=O)([CH3:16])([CH3:15])[CH3:14]. The catalyst is ClCCl.C(O)(C)(C)C.CN(C)C1C=CN=CC=1. The product is [I:1][C:2]1[CH:10]=[CH:9][C:5]([C:6]([O:8][O:17][C:13]([CH3:16])([CH3:15])[CH3:14])=[O:7])=[CH:4][C:3]=1[O:11][CH3:12]. The yield is 0.620. (9) The reactants are [NH:1]1[CH2:5][CH2:4][CH2:3][CH2:2]1.[CH:6]12[O:12][CH:7]1[CH2:8][CH2:9][CH2:10][CH2:11]2. The catalyst is O. The product is [N:1]1([C@@H:6]2[CH2:11][CH2:10][CH2:9][CH2:8][C@H:7]2[OH:12])[CH2:5][CH2:4][CH2:3][CH2:2]1. The yield is 0.980.